Predict the reaction yield, written as a fraction of the theoretical maximum amount of product (1.0 means a 100% yield; for example, 0.34 means a 34% yield). From a dataset of Reaction yield outcomes from USPTO patents with 853,638 reactions. (1) The reactants are [CH2:1]([NH:3][C:4]([NH:6][C:7]1[CH:12]=[CH:11][C:10]([C:13]2[N:14]=[C:15]([N:22]3[CH2:27][CH2:26][O:25][CH2:24][C@@H:23]3[CH3:28])[C:16]3[CH2:21][NH:20][CH2:19][C:17]=3[N:18]=2)=[CH:9][CH:8]=1)=[O:5])[CH3:2].CCN(CC)CC.[F:36][C:37]([F:48])([F:47])[CH2:38]OS(C(Cl)(Cl)Cl)(=O)=O.CC1C=CC(S(O)(=O)=O)=CC=1. The catalyst is C1(C)C=CC=CC=1.CO.CS(C)=O. The product is [CH2:1]([NH:3][C:4]([NH:6][C:7]1[CH:12]=[CH:11][C:10]([C:13]2[N:14]=[C:15]([N:22]3[CH2:27][CH2:26][O:25][CH2:24][C@@H:23]3[CH3:28])[C:16]3[CH2:21][N:20]([CH2:38][C:37]([F:48])([F:47])[F:36])[CH2:19][C:17]=3[N:18]=2)=[CH:9][CH:8]=1)=[O:5])[CH3:2]. The yield is 0.00900. (2) The reactants are [H-].[Na+].[Br:3][C:4]1[CH:9]=[CH:8][C:7]([CH2:10][CH2:11][OH:12])=[C:6]([CH3:13])[CH:5]=1.[N:14]([C:17]1[CH:18]=[C:19]([CH:22]=[CH:23][CH:24]=1)[C:20]#[N:21])=[C:15]=[O:16]. The catalyst is C1COCC1. The product is [C:20]([C:19]1[CH:18]=[C:17]([NH:14][C:15](=[O:16])[O:12][CH2:11][CH2:10][C:7]2[CH:8]=[CH:9][C:4]([Br:3])=[CH:5][C:6]=2[CH3:13])[CH:24]=[CH:23][CH:22]=1)#[N:21]. The yield is 0.620. (3) The reactants are FC1C=C(F)C(F)=CC=1S(Cl)(=O)=O.[F:14][C:15]1[CH:16]=[C:17]([S:23](Cl)(=[O:25])=[O:24])[CH:18]=[C:19]([F:22])[C:20]=1[F:21].[CH3:27][O:28][C:29]1[CH:42]=[C:41]([O:43][CH3:44])[CH:40]=[CH:39][C:30]=1[CH2:31][NH:32][C:33]1[S:37][N:36]=[C:35](C)[N:34]=1.COC1C=C(OC)C=CC=1CNC1SN=CN=1. No catalyst specified. The product is [CH3:27][O:28][C:29]1[CH:42]=[C:41]([O:43][CH3:44])[CH:40]=[CH:39][C:30]=1[CH2:31][N:32]([C:33]1[S:37][N:36]=[CH:35][N:34]=1)[S:23]([C:17]1[CH:16]=[C:15]([F:14])[C:20]([F:21])=[C:19]([F:22])[CH:18]=1)(=[O:25])=[O:24]. The yield is 0.530. (4) The reactants are FC(F)(F)C(O)=O.[CH:8]1([CH:13]([N:18]2[CH:22]=[C:21]([C:23]3[C:24]4[CH:32]=[CH:31][N:30](OCC[Si](C)(C)C)[C:25]=4[N:26]=[C:27](C)[N:28]=3)[CH:20]=[N:19]2)[CH2:14][CH:15]2[CH2:17][CH2:16]2)[CH2:12][CH2:11][CH2:10][CH2:9]1.C(O)(C(F)(F)F)=O. The catalyst is C(Cl)Cl. The product is [CH:8]1([CH:13]([N:18]2[CH:22]=[C:21]([C:23]3[C:24]4[CH:32]=[CH:31][NH:30][C:25]=4[N:26]=[CH:27][N:28]=3)[CH:20]=[N:19]2)[CH2:14][CH:15]2[CH2:17][CH2:16]2)[CH2:12][CH2:11][CH2:10][CH2:9]1. The yield is 0.900. (5) The reactants are [CH3:1][C:2]1[O:6][N:5]=[C:4]([C:7]2[CH:12]=[CH:11][CH:10]=[CH:9][CH:8]=2)[C:3]=1[C:13]([NH:15][NH2:16])=[O:14].[CH3:17][O:18][C:19]1[CH:20]=[C:21]([CH:25]=[CH:26][CH:27]=1)[C:22](O)=O. No catalyst specified. The product is [CH3:17][O:18][C:19]1[CH:20]=[C:21]([C:22]2[O:14][C:13]([C:3]3[C:4]([C:7]4[CH:12]=[CH:11][CH:10]=[CH:9][CH:8]=4)=[N:5][O:6][C:2]=3[CH3:1])=[N:15][N:16]=2)[CH:25]=[CH:26][CH:27]=1. The yield is 0.670. (6) The reactants are Cl[C:2]1[CH:3]=[C:4]2[C:9](=[N:10][CH:11]=1)[NH:8][C:7](=[O:12])[C:6]1[CH:13]=[CH:14][CH:15]=[CH:16][C:5]2=1.F[C:18]1[CH:25]=[CH:24][C:21]([CH2:22][NH2:23])=[CH:20][CH:19]=1.C1(P(C2CCCCC2)C2C=CC=CC=2C2C(C(C)C)=CC(C(C)C)=CC=2C(C)C)CCCCC1.C[C:61](C)([O-:63])C.[Na+]. The catalyst is O1CCOCC1.CO.C([O-])(=O)C.[Pd+2].C([O-])(=O)C. The product is [CH3:61][O:63][C:24]1[CH:25]=[CH:18][CH:19]=[CH:20][C:21]=1[CH2:22][NH:23][C:2]1[CH:3]=[C:4]2[C:9](=[N:10][CH:11]=1)[NH:8][C:7](=[O:12])[C:6]1[CH:13]=[CH:14][CH:15]=[CH:16][C:5]2=1. The yield is 0.0600. (7) The reactants are [H-].[Na+].[CH2:3]([OH:10])[C:4]1[CH:9]=[CH:8][CH:7]=[CH:6][CH:5]=1.[Cl:11][C:12]1[CH:13]=[C:14]([F:19])[C:15](F)=[N:16][CH:17]=1.O. The catalyst is C1COCC1.CCOC(C)=O. The product is [CH2:3]([O:10][C:15]1[C:14]([F:19])=[CH:13][C:12]([Cl:11])=[CH:17][N:16]=1)[C:4]1[CH:9]=[CH:8][CH:7]=[CH:6][CH:5]=1. The yield is 0.670.